This data is from Full USPTO retrosynthesis dataset with 1.9M reactions from patents (1976-2016). The task is: Predict the reactants needed to synthesize the given product. (1) Given the product [F:18][C:19]1[CH:20]=[C:21]([CH:28]=[CH:29][C:30]=1[N:31]1[CH2:32][CH2:33][N:34]([CH2:2][C:3]2[CH:12]=[N:11][C:10]3[N:9]4[CH2:13][CH2:14][CH2:15][C@H:8]4[C:7](=[O:16])[NH:6][C:5]=3[CH:4]=2)[CH2:35][CH2:36]1)[C:22]([NH:24][CH:25]([CH3:27])[CH3:26])=[O:23], predict the reactants needed to synthesize it. The reactants are: O[CH2:2][C:3]1[CH:12]=[N:11][C:10]2[N:9]3[CH2:13][CH2:14][CH2:15][C@H:8]3[C:7](=[O:16])[NH:6][C:5]=2[CH:4]=1.Cl.[F:18][C:19]1[CH:20]=[C:21]([CH:28]=[CH:29][C:30]=1[N:31]1[CH2:36][CH2:35][NH:34][CH2:33][CH2:32]1)[C:22]([NH:24][CH:25]([CH3:27])[CH3:26])=[O:23].[I-].C(C[P+](C)(C)C)#N.C(N(CC)C(C)C)(C)C. (2) Given the product [CH3:30][O:29][C:10]1[CH:11]=[CH:12][C:13]([S:17]([N:20]2[C:24]3=[N:25][CH:26]=[CH:27][CH:28]=[C:23]3[CH:22]=[CH:21]2)(=[O:18])=[O:19])=[C:14]2[C:9]=1[CH2:8][C@@H:7]([NH:5][CH3:3])[CH2:16][CH2:15]2, predict the reactants needed to synthesize it. The reactants are: FC(F)(F)[C:3]([N:5]([C@H:7]1[CH2:16][CH2:15][C:14]2[C:9](=[C:10]([O:29][CH3:30])[CH:11]=[CH:12][C:13]=2[S:17]([N:20]2[C:24]3=[N:25][CH:26]=[CH:27][CH:28]=[C:23]3[CH:22]=[CH:21]2)(=[O:19])=[O:18])[CH2:8]1)C)=O.N. (3) The reactants are: Cl.[NH2:2][C@@H:3]1[CH2:5][C@H:4]1[C:6]1[CH:7]=[C:8]([CH:19]=[CH:20][CH:21]=1)[C:9]([NH:11][CH2:12][C:13]1[CH:18]=[CH:17][CH:16]=[CH:15][CH:14]=1)=[O:10].C(=O)([O-])O.[Na+].[CH:27]1([CH:30]=O)[CH2:29][CH2:28]1.[BH4-].[Na+].[C:42](O[C:42]([O:44][C:45]([CH3:48])([CH3:47])[CH3:46])=[O:43])([O:44][C:45]([CH3:48])([CH3:47])[CH3:46])=[O:43]. Given the product [CH:27]1([CH2:30][N:2]([C@@H:3]2[CH2:5][C@H:4]2[C:6]2[CH:21]=[CH:20][CH:19]=[C:8]([C:9](=[O:10])[NH:11][CH2:12][C:13]3[CH:18]=[CH:17][CH:16]=[CH:15][CH:14]=3)[CH:7]=2)[C:42](=[O:43])[O:44][C:45]([CH3:46])([CH3:47])[CH3:48])[CH2:29][CH2:28]1, predict the reactants needed to synthesize it. (4) Given the product [Br:3][C:4]1[CH:5]=[C:6]([C:13]#[N:14])[C:7]2[CH:8]=[N:9][N:10]([S:21]([C:18]3[CH:19]=[CH:20][C:15]([CH3:25])=[CH:16][CH:17]=3)(=[O:23])=[O:22])[C:11]=2[CH:12]=1, predict the reactants needed to synthesize it. The reactants are: [H-].[Na+].[Br:3][C:4]1[CH:5]=[C:6]([C:13]#[N:14])[C:7]2[CH:8]=[N:9][NH:10][C:11]=2[CH:12]=1.[C:15]1([CH3:25])[CH:20]=[CH:19][C:18]([S:21](Cl)(=[O:23])=[O:22])=[CH:17][CH:16]=1.O. (5) The reactants are: [Cl:1][C:2]1[N:7]=[C:6]([C:8](OC)=O)[CH:5]=[CH:4][CH:3]=1.[NH2:12][C:13]([NH:15][C:16]([NH2:18])=[O:17])=[O:14].O.C([O-])(O)=O.[Na+]. Given the product [Cl:1][C:2]1[N:7]=[C:6]([C:8]2[NH:18][C:16](=[O:17])[NH:15][C:13](=[O:14])[N:12]=2)[CH:5]=[CH:4][CH:3]=1, predict the reactants needed to synthesize it. (6) Given the product [Cl:1][C:2]1[CH:3]=[CH:4][C:5]([S:8]([CH2:9][CH2:10][CH2:11][NH:12][C:13](=[O:19])[O:14][C:15]([CH3:16])([CH3:18])[CH3:17])=[O:25])=[CH:6][CH:7]=1, predict the reactants needed to synthesize it. The reactants are: [Cl:1][C:2]1[CH:7]=[CH:6][C:5]([S:8][CH2:9][CH2:10][CH2:11][NH:12][C:13](=[O:19])[O:14][C:15]([CH3:18])([CH3:17])[CH3:16])=[CH:4][CH:3]=1.ClC1C=C(C=CC=1)C(OO)=[O:25].